Task: Predict the reactants needed to synthesize the given product.. Dataset: Full USPTO retrosynthesis dataset with 1.9M reactions from patents (1976-2016) Given the product [C:1]([C:5]1[CH:13]=[C:12]2[C:8]([C:9]([I:14])=[N:10][N:11]2[CH3:15])=[CH:7][CH:6]=1)([CH3:4])([CH3:2])[CH3:3], predict the reactants needed to synthesize it. The reactants are: [C:1]([C:5]1[CH:13]=[C:12]2[C:8]([C:9]([I:14])=[N:10][NH:11]2)=[CH:7][CH:6]=1)([CH3:4])([CH3:3])[CH3:2].[CH3:15]C([O-])(C)C.[K+].IC.